From a dataset of Reaction yield outcomes from USPTO patents with 853,638 reactions. Predict the reaction yield, written as a fraction of the theoretical maximum amount of product (1.0 means a 100% yield; for example, 0.34 means a 34% yield). (1) The reactants are [NH:1](C(OCC1C2C(=CC=CC=2)C2C1=CC=CC=2)=O)[C@H:2]([C:10]([NH:12][C@H:13]([C:18]([O:20][C:21]([CH3:24])([CH3:23])[CH3:22])=[O:19])[CH2:14][CH:15]([CH3:17])[CH3:16])=[O:11])[CH2:3][S:4][CH2:5][NH:6][C:7]([CH3:9])=[O:8]. The catalyst is N1CCCCC1.C(Cl)Cl. The product is [NH2:1][C@H:2]([C:10]([NH:12][C@H:13]([C:18]([O:20][C:21]([CH3:23])([CH3:22])[CH3:24])=[O:19])[CH2:14][CH:15]([CH3:16])[CH3:17])=[O:11])[CH2:3][S:4][CH2:5][NH:6][C:7]([CH3:9])=[O:8]. The yield is 0.731. (2) The reactants are [H-].[Na+].C(OP([CH:11]([CH2:17][CH2:18][CH:19]=[CH2:20])[C:12]([O:14][CH2:15][CH3:16])=[O:13])(OCC)=O)C.[CH2:21]1O[CH2:22]1. The catalyst is C1C=CC=CC=1.CCO. The product is [CH2:17]([C:11]1([C:12]([O:14][CH2:15][CH3:16])=[O:13])[CH2:22][CH2:21]1)[CH2:18][CH:19]=[CH2:20]. The yield is 0.480. (3) The reactants are [CH2:1]1[C:11]2=[C:12]3[C:7](=[CH:8][CH:9]=[CH:10]2)[C:6]([C:13]2[C:18]([CH:19]([CH2:24][CH2:25][CH3:26])[C:20]([O:22]C)=[O:21])=[C:17]([CH3:27])[N:16]=[C:15]([N:28]4[CH2:33][CH2:32][CH2:31][CH2:30][CH2:29]4)[N:14]=2)=[CH:5][CH:4]=[C:3]3[CH2:2]1.[OH-].[Na+]. The catalyst is CO. The product is [CH2:1]1[C:11]2=[C:12]3[C:7](=[CH:8][CH:9]=[CH:10]2)[C:6]([C:13]2[C:18]([CH:19]([CH2:24][CH2:25][CH3:26])[C:20]([OH:22])=[O:21])=[C:17]([CH3:27])[N:16]=[C:15]([N:28]4[CH2:29][CH2:30][CH2:31][CH2:32][CH2:33]4)[N:14]=2)=[CH:5][CH:4]=[C:3]3[CH2:2]1. The yield is 1.00. (4) The reactants are CC1C=CC(P(C2C=CC3C(=CC=CC=3)C=2C2C3C(=CC=CC=3)C=CC=2P(C2C=CC(C)=CC=2)C2C=CC(C)=CC=2)C2C=CC(C)=CC=2)=CC=1.C1([SiH3])C=CC=CC=1.[N+:58](/[CH:61]=[C:62](/[C:64]1[CH:69]=[CH:68][CH:67]=[CH:66][CH:65]=1)\[CH3:63])([O-:60])=[O:59].[F-].C([N+](CCCC)(CCCC)CCCC)CCC. The catalyst is CC(C)([O-])C.[Cu+].C1(C)C=CC=CC=1.O.O1CCCC1. The product is [N+:58]([CH2:61][CH:62]([C:64]1[CH:69]=[CH:68][CH:67]=[CH:66][CH:65]=1)[CH3:63])([O-:60])=[O:59]. The yield is 0.600.